Dataset: Forward reaction prediction with 1.9M reactions from USPTO patents (1976-2016). Task: Predict the product of the given reaction. Given the reactants I[C:2]1[CH:7]=[CH:6][CH:5]=[CH:4][C:3]=1[NH:8][NH2:9].C1(C)C=CC=CC=1.[N+:17]([C:20]1[CH:25]=[CH:24][C:23]([C:26]#[CH:27])=[CH:22][CH:21]=1)([O-:19])=[O:18], predict the reaction product. The product is: [N+:17]([C:20]1[CH:25]=[CH:24][C:23]([CH2:26][C:27]2[C:2]3[C:3](=[CH:4][CH:5]=[CH:6][CH:7]=3)[NH:8][N:9]=2)=[CH:22][CH:21]=1)([O-:19])=[O:18].